Dataset: Reaction yield outcomes from USPTO patents with 853,638 reactions. Task: Predict the reaction yield, written as a fraction of the theoretical maximum amount of product (1.0 means a 100% yield; for example, 0.34 means a 34% yield). (1) The yield is 0.390. The product is [CH3:4][O:3][C:2]1[CH:5]=[C:6]([CH:7]=[CH:8][C:1]=1[O:9][CH3:10])[C:21]([C:20]1[CH:24]=[CH:25][CH:26]=[C:18]([N+:15]([O-:17])=[O:16])[CH:19]=1)=[O:22]. The catalyst is C(Cl)Cl. The reactants are [C:1]1([O:9][CH3:10])[C:2](=[CH:5][CH:6]=[CH:7][CH:8]=1)[O:3][CH3:4].[Cl-].[Al+3].[Cl-].[Cl-].[N+:15]([C:18]1[CH:19]=[C:20]([CH:24]=[CH:25][CH:26]=1)[C:21](Cl)=[O:22])([O-:17])=[O:16].O. (2) The reactants are [Cl:1][C:2]1[CH:7]=[CH:6][C:5]([S:8]([CH:11]([C:28]2[CH:33]=[C:32]([F:34])[CH:31]=[CH:30][C:29]=2[F:35])[CH2:12][CH2:13][CH2:14][CH2:15][N:16]([S:24]([CH3:27])(=[O:26])=[O:25])C(=O)OC(C)(C)C)(=[O:10])=[O:9])=[CH:4][CH:3]=1.FC(F)(F)C(O)=O.CCCCCC.C(OCC)(=O)C.CCCCCC. The catalyst is ClCCl. The product is [Cl:1][C:2]1[CH:7]=[CH:6][C:5]([S:8]([CH:11]([C:28]2[CH:33]=[C:32]([F:34])[CH:31]=[CH:30][C:29]=2[F:35])[CH2:12][CH2:13][CH2:14][CH2:15][NH:16][S:24]([CH3:27])(=[O:26])=[O:25])(=[O:10])=[O:9])=[CH:4][CH:3]=1. The yield is 0.850. (3) The reactants are [CH3:1][CH:2]([NH:9][CH:10]1[CH2:15][CH2:14][N:13]([CH3:16])[CH2:12][CH2:11]1)[C:3]1[CH:8]=[CH:7][CH:6]=[CH:5][CH:4]=1.[CH3:17][O:18][C:19]1[CH:24]=[CH:23][C:22]([CH2:25][C:26](Cl)=[O:27])=[CH:21][CH:20]=1. The catalyst is ClCCl. The product is [CH3:17][O:18][C:19]1[CH:24]=[CH:23][C:22]([CH2:25][C:26]([N:9]([CH:2]([CH3:1])[C:3]2[CH:8]=[CH:7][CH:6]=[CH:5][CH:4]=2)[CH:10]2[CH2:15][CH2:14][N:13]([CH3:16])[CH2:12][CH2:11]2)=[O:27])=[CH:21][CH:20]=1. The yield is 0.700.